This data is from Full USPTO retrosynthesis dataset with 1.9M reactions from patents (1976-2016). The task is: Predict the reactants needed to synthesize the given product. The reactants are: [Br:1][C:2]1[CH:3]=[CH:4][C:5]([OH:18])=[C:6]([C:8](=[O:17])/[CH:9]=[CH:10]/[C:11]2[S:12][CH:13]=[C:14]([CH3:16])[N:15]=2)[CH:7]=1.II. Given the product [Br:1][C:2]1[CH:7]=[C:6]2[C:5](=[CH:4][CH:3]=1)[O:18][C:10]([C:11]1[S:12][CH:13]=[C:14]([CH3:16])[N:15]=1)=[CH:9][C:8]2=[O:17], predict the reactants needed to synthesize it.